Dataset: Reaction yield outcomes from USPTO patents with 853,638 reactions. Task: Predict the reaction yield, written as a fraction of the theoretical maximum amount of product (1.0 means a 100% yield; for example, 0.34 means a 34% yield). (1) The reactants are [CH3:1][O:2][C:3]([N:5]1[C@@H:13]2[C@@H:8]([C@@:9]([OH:23])([C:14]#[C:15][C:16]3[CH:17]=[C:18]([CH3:22])[CH:19]=[CH:20][CH:21]=3)[CH2:10][CH2:11][CH2:12]2)[CH2:7][CH2:6]1)=[O:4].CI.[C:26](OCC)(=O)C. The catalyst is CN(C=O)C.[Ag-]=O. The product is [CH3:1][O:2][C:3]([N:5]1[C@H:13]2[C@H:8]([C@:9]([O:23][CH3:26])([C:14]#[C:15][C:16]3[CH:17]=[C:18]([CH3:22])[CH:19]=[CH:20][CH:21]=3)[CH2:10][CH2:11][CH2:12]2)[CH2:7][CH2:6]1)=[O:4]. The yield is 0.140. (2) The reactants are [NH:1]1[CH2:5][CH2:4][CH2:3][CH2:2]1.CC(C1C=C(C(C)C)C(C2C=CC=CC=2P(C2CCCCC2)C2CCCCC2)=C(C(C)C)C=1)C.CC([O-])(C)C.[Na+].Br[C:47]1[CH:48]=[C:49]2[C:58](=[C:59]3[C:64]=1[CH:63]=[CH:62][CH:61]=[N:60]3)[NH:57][S:56](=[O:66])(=[O:65])[C:55]1[C:50]2=[CH:51][CH:52]=[CH:53][CH:54]=1. The catalyst is CO.C1C=CC(/C=C/C(/C=C/C2C=CC=CC=2)=O)=CC=1.C1C=CC(/C=C/C(/C=C/C2C=CC=CC=2)=O)=CC=1.C1C=CC(/C=C/C(/C=C/C2C=CC=CC=2)=O)=CC=1.[Pd].[Pd].C1(C)C=CC=CC=1. The product is [N:1]1([C:47]2[CH:48]=[C:49]3[C:58](=[C:59]4[C:64]=2[CH:63]=[CH:62][CH:61]=[N:60]4)[NH:57][S:56](=[O:66])(=[O:65])[C:55]2[C:50]3=[CH:51][CH:52]=[CH:53][CH:54]=2)[CH2:5][CH2:4][CH2:3][CH2:2]1. The yield is 0.340. (3) The reactants are [OH:1]/[N:2]=[CH:3]/[C:4]1[C:12]2[N:8]([CH:9]=[CH:10][CH:11]=2)[C:7]([C:13]([O:15][CH2:16][CH3:17])=[O:14])=[CH:6][CH:5]=1.[Cl:18][C:19]1[CH:24]=[C:23]([C:25]([C:27]([F:30])([F:29])[F:28])=[CH2:26])[CH:22]=[C:21]([Cl:31])[C:20]=1[Cl:32]. The catalyst is C1COCC1. The product is [Cl:18][C:19]1[CH:24]=[C:23]([C:25]2([C:27]([F:30])([F:29])[F:28])[O:1][N:2]=[C:3]([C:4]3[C:12]4[N:8]([CH:9]=[CH:10][CH:11]=4)[C:7]([C:13]([O:15][CH2:16][CH3:17])=[O:14])=[CH:6][CH:5]=3)[CH2:26]2)[CH:22]=[C:21]([Cl:31])[C:20]=1[Cl:32]. The yield is 0.220. (4) The reactants are [OH:1][CH2:2][C@@H:3]1[CH2:8][CH:7]2[CH:5]([CH2:6]2)[N:4]1[C:9]([O:11][C:12]([CH3:15])([CH3:14])[CH3:13])=[O:10].C(Cl)(Cl)(Cl)Cl.[OH2:21]. The yield is 0.650. The product is [C:12]([O:11][C:9]([N:4]1[C@H:3]([C:2]([OH:21])=[O:1])[CH2:8][CH:7]2[CH:5]1[CH2:6]2)=[O:10])([CH3:15])([CH3:14])[CH3:13]. The catalyst is CC#N. (5) The reactants are [CH3:1][C:2]1[C:9]([C:10]2[S:11][C:12]([C:21](=O)[CH3:22])=[C:13]([C:15]3[CH:20]=[CH:19][CH:18]=[CH:17][CH:16]=3)[N:14]=2)=[C:5]2[S:6][CH:7]=[CH:8][N:4]2[N:3]=1.O.[NH2:25]N.COC(OC)[N:30]([CH3:32])C. No catalyst specified. The product is [CH3:1][C:2]1[C:9]([C:10]2[S:11][C:12]([C:21]3[NH:25][N:30]=[CH:32][CH:22]=3)=[C:13]([C:15]3[CH:20]=[CH:19][CH:18]=[CH:17][CH:16]=3)[N:14]=2)=[C:5]2[S:6][CH:7]=[CH:8][N:4]2[N:3]=1. The yield is 0.790.